Dataset: NCI-60 drug combinations with 297,098 pairs across 59 cell lines. Task: Regression. Given two drug SMILES strings and cell line genomic features, predict the synergy score measuring deviation from expected non-interaction effect. (1) Drug 1: CC1C(C(CC(O1)OC2CC(CC3=C2C(=C4C(=C3O)C(=O)C5=C(C4=O)C(=CC=C5)OC)O)(C(=O)C)O)N)O.Cl. Drug 2: C1=NC2=C(N1)C(=S)N=CN2. Cell line: MALME-3M. Synergy scores: CSS=24.4, Synergy_ZIP=-9.83, Synergy_Bliss=-6.81, Synergy_Loewe=-6.93, Synergy_HSA=-6.55. (2) Drug 1: C1C(C(OC1N2C=C(C(=O)NC2=O)F)CO)O. Drug 2: CC(C)CN1C=NC2=C1C3=CC=CC=C3N=C2N. Cell line: UO-31. Synergy scores: CSS=21.3, Synergy_ZIP=-7.21, Synergy_Bliss=-2.62, Synergy_Loewe=-13.5, Synergy_HSA=-4.61. (3) Drug 1: CN1CCC(CC1)COC2=C(C=C3C(=C2)N=CN=C3NC4=C(C=C(C=C4)Br)F)OC. Drug 2: C1=NC2=C(N=C(N=C2N1C3C(C(C(O3)CO)O)O)F)N. Cell line: PC-3. Synergy scores: CSS=12.6, Synergy_ZIP=-2.24, Synergy_Bliss=1.83, Synergy_Loewe=0.458, Synergy_HSA=3.20. (4) Drug 1: C1CC(C1)(C(=O)O)C(=O)O.[NH2-].[NH2-].[Pt+2]. Drug 2: CC(C)CN1C=NC2=C1C3=CC=CC=C3N=C2N. Cell line: HT29. Synergy scores: CSS=3.45, Synergy_ZIP=3.46, Synergy_Bliss=4.59, Synergy_Loewe=-0.0471, Synergy_HSA=0.519. (5) Drug 1: C1C(C(OC1N2C=NC3=C(N=C(N=C32)Cl)N)CO)O. Drug 2: CCC1(C2=C(COC1=O)C(=O)N3CC4=CC5=C(C=CC(=C5CN(C)C)O)N=C4C3=C2)O.Cl. Cell line: TK-10. Synergy scores: CSS=20.8, Synergy_ZIP=-9.04, Synergy_Bliss=-6.33, Synergy_Loewe=-18.1, Synergy_HSA=-4.26.